Dataset: Peptide-MHC class II binding affinity with 134,281 pairs from IEDB. Task: Regression. Given a peptide amino acid sequence and an MHC pseudo amino acid sequence, predict their binding affinity value. This is MHC class II binding data. The peptide sequence is LTTSQTLLFNILGGWVAAQL. The MHC is DRB1_0301 with pseudo-sequence DRB1_0301. The binding affinity (normalized) is 0.235.